Dataset: Full USPTO retrosynthesis dataset with 1.9M reactions from patents (1976-2016). Task: Predict the reactants needed to synthesize the given product. (1) Given the product [NH2:1][C:2]1[CH:12]=[C:11]([CH2:13][OH:14])[C:10]([C:15]([F:16])([F:17])[F:18])=[CH:9][C:3]=1[C:4]([OH:6])=[O:5], predict the reactants needed to synthesize it. The reactants are: [NH2:1][C:2]1[CH:12]=[C:11]([CH2:13][OH:14])[C:10]([C:15]([F:18])([F:17])[F:16])=[CH:9][C:3]=1[C:4]([O:6]CC)=[O:5].NC1C(Br)=CC(C(F)(F)F)=CC=1C(O)=O. (2) Given the product [CH3:4][O:5][C:6](=[O:25])[CH2:7][CH:12]([C:17](=[O:24])[C:18]1[CH:19]=[CH:20][CH:21]=[CH:22][CH:23]=1)[CH2:13][CH2:14][CH2:15][CH3:16], predict the reactants needed to synthesize it. The reactants are: O.[Na+].[Cl-].[CH3:4][O:5][C:6](=[O:25])[CH:7]([CH:12]([C:17](=[O:24])[C:18]1[CH:23]=[CH:22][CH:21]=[CH:20][CH:19]=1)[CH2:13][CH2:14][CH2:15][CH3:16])C(OC)=O. (3) Given the product [Br:6][C:7]1[CH:8]=[C:9]([C:10](=[O:11])[CH2:2][C:1]#[N:3])[CH:14]=[CH:15][CH:16]=1, predict the reactants needed to synthesize it. The reactants are: [C:1](#[N:3])[CH3:2].[H-].[Na+].[Br:6][C:7]1[CH:8]=[C:9]([CH:14]=[CH:15][CH:16]=1)[C:10](OC)=[O:11].Cl. (4) Given the product [CH3:12][O:11][C:4]1[CH:5]=[C:6]([CH:7]=[CH:8][C:3]=1[O:2][CH3:1])[CH:9]=[CH:10][C:14]1[CH:15]=[N:16][C:17]([NH2:20])=[N:18][CH:19]=1, predict the reactants needed to synthesize it. The reactants are: [CH3:1][O:2][C:3]1[CH:8]=[CH:7][C:6]([CH:9]=[CH2:10])=[CH:5][C:4]=1[O:11][CH3:12].Br[C:14]1[CH:15]=[N:16][C:17]([NH2:20])=[N:18][CH:19]=1.CCN(CC)CC. (5) Given the product [C@@H:18]12[CH2:19][C@@H:20]1[CH2:21][C@@H:22]([C:23]([O:25][CH2:27][C:28]([C:30]1[CH:35]=[CH:34][CH:33]=[C:32]([Br:36])[CH:31]=1)=[O:29])=[O:24])[N:17]2[C:15]([O:14][C:10]([CH3:13])([CH3:11])[CH3:12])=[O:16], predict the reactants needed to synthesize it. The reactants are: CCN(C(C)C)C(C)C.[C:10]([O:14][C:15]([N:17]1[C@H:22]([C:23]([OH:25])=[O:24])[CH2:21][C@@H:20]2[C@H:18]1[CH2:19]2)=[O:16])([CH3:13])([CH3:12])[CH3:11].Br[CH2:27][C:28]([C:30]1[CH:35]=[CH:34][CH:33]=[C:32]([Br:36])[CH:31]=1)=[O:29]. (6) Given the product [Cl:20][C:3]1[C:4]([Cl:19])=[C:5]([CH2:6][C:7]([OH:16])([C:12]([F:15])([F:14])[F:13])[C:8]([F:11])([F:10])[F:9])[CH:17]=[CH:18][C:2]=1[C:34]1[S:33][C:32]([C:35]2[O:36][C:58]([C:57]([OH:56])([CH3:59])[CH3:79])=[N:38][N:37]=2)=[N:31][C:30]=1[C:28]([N:25]1[CH2:24][CH2:23][C:22]([F:21])([F:45])[CH2:27][CH2:26]1)=[O:29], predict the reactants needed to synthesize it. The reactants are: Br[C:2]1[CH:18]=[CH:17][C:5]([CH2:6][C:7]([OH:16])([C:12]([F:15])([F:14])[F:13])[C:8]([F:11])([F:10])[F:9])=[C:4]([Cl:19])[C:3]=1[Cl:20].[F:21][C:22]1([F:45])[CH2:27][CH2:26][N:25]([C:28]([C:30]2[N:31]=[C:32]([C:35]([N:37](C(=O)C(O)(C)C)[NH2:38])=[O:36])[S:33][CH:34]=2)=[O:29])[CH2:24][CH2:23]1.[CH3:58][CH:57]([O:56]C1C=CC=C([O:56][CH:57]([CH3:59])[CH3:58])C=1C1C(P(C2CCCCC2)C2CCCCC2)=CC=CC=1)[CH3:59].[CH3:79]C([O-])=O.[K+].C(O)(=O)C(C)(C)C. (7) Given the product [C:18]([O:17][C:15](=[O:16])[NH:14][C:8](=[N:7][C:6]([O:5][C:1]([CH3:4])([CH3:3])[CH3:2])=[O:22])[N:29]1[CH2:28][CH:27]2[CH2:32][CH:30]1[CH2:31][N:26]2[CH:23]([CH3:25])[CH3:24])([CH3:21])([CH3:20])[CH3:19], predict the reactants needed to synthesize it. The reactants are: [C:1]([O:5][C:6](=[O:22])[NH:7][C:8](=[N:14][C:15]([O:17][C:18]([CH3:21])([CH3:20])[CH3:19])=[O:16])N1C=CC=N1)([CH3:4])([CH3:3])[CH3:2].[CH:23]([N:26]1[CH2:31][CH:30]2[CH2:32][CH:27]1[CH2:28][NH:29]2)([CH3:25])[CH3:24].CCN(C(C)C)C(C)C. (8) Given the product [Cl:1][C:2]1[C:3]2[CH:10]=[CH:9][N:8]([CH3:14])[C:4]=2[N:5]=[CH:6][N:7]=1, predict the reactants needed to synthesize it. The reactants are: [Cl:1][C:2]1[C:3]2[CH:10]=[CH:9][NH:8][C:4]=2[N:5]=[CH:6][N:7]=1.[H-].[Na+].I[CH3:14].